Task: Predict the reactants needed to synthesize the given product.. Dataset: Full USPTO retrosynthesis dataset with 1.9M reactions from patents (1976-2016) (1) Given the product [OH:8]/[N:7]=[C:6](\[Cl:11])/[C:5]1[CH:9]=[CH:10][C:2]([F:1])=[CH:3][CH:4]=1, predict the reactants needed to synthesize it. The reactants are: [F:1][C:2]1[CH:10]=[CH:9][C:5](/[CH:6]=[N:7]\[OH:8])=[CH:4][CH:3]=1.[Cl:11]N1C(=O)CCC1=O. (2) Given the product [CH3:58][C:59]1([CH3:66])[O:63][CH:62]([CH2:64][NH:65][C:22](=[O:24])[C:21]2[CH:25]=[C:17]([C:12]3[C:13]4[C:8](=[C:7]([C:1]5[CH:2]=[CH:3][CH:4]=[CH:5][CH:6]=5)[CH:16]=[CH:15][CH:14]=4)[C:9]([NH:26][CH2:27][C:28]4[CH:33]=[CH:32][CH:31]=[CH:30][N:29]=4)=[N:10][N:11]=3)[CH:18]=[N:19][CH:20]=2)[CH2:61][O:60]1, predict the reactants needed to synthesize it. The reactants are: [C:1]1([C:7]2[CH:16]=[CH:15][CH:14]=[C:13]3[C:8]=2[C:9]([NH:26][CH2:27][C:28]2[CH:33]=[CH:32][CH:31]=[CH:30][N:29]=2)=[N:10][N:11]=[C:12]3[C:17]2[CH:18]=[N:19][CH:20]=[C:21]([CH:25]=2)[C:22]([OH:24])=O)[CH:6]=[CH:5][CH:4]=[CH:3][CH:2]=1.CN(C(ON1N=NC2C=CC=NC1=2)=[N+](C)C)C.F[P-](F)(F)(F)(F)F.[CH3:58][C:59]1([CH3:66])[O:63][CH:62]([CH2:64][NH2:65])[CH2:61][O:60]1. (3) Given the product [C:1]([O:5][C:6]([N:8]1[C:16]2[C:11](=[CH:12][C:13]([S:22][Si:21]([CH:23]([CH3:25])[CH3:24])([CH:26]([CH3:28])[CH3:27])[CH:18]([CH3:19])[CH3:20])=[CH:14][CH:15]=2)[CH:10]=[CH:9]1)=[O:7])([CH3:4])([CH3:3])[CH3:2], predict the reactants needed to synthesize it. The reactants are: [C:1]([O:5][C:6]([N:8]1[C:16]2[C:11](=[CH:12][C:13](I)=[CH:14][CH:15]=2)[CH:10]=[CH:9]1)=[O:7])([CH3:4])([CH3:3])[CH3:2].[CH:18]([Si:21]([CH:26]([CH3:28])[CH3:27])([CH:23]([CH3:25])[CH3:24])[S-:22])([CH3:20])[CH3:19].[K+].